This data is from CYP2D6 inhibition data for predicting drug metabolism from PubChem BioAssay. The task is: Regression/Classification. Given a drug SMILES string, predict its absorption, distribution, metabolism, or excretion properties. Task type varies by dataset: regression for continuous measurements (e.g., permeability, clearance, half-life) or binary classification for categorical outcomes (e.g., BBB penetration, CYP inhibition). Dataset: cyp2d6_veith. (1) The molecule is CC(C)CN1CC[C@@]2(CCCN(S(=O)(=O)c3ccccc3)C2)C1. The result is 1 (inhibitor). (2) The compound is Cn1ncc2c(Cl)ncnc21. The result is 0 (non-inhibitor).